This data is from Catalyst prediction with 721,799 reactions and 888 catalyst types from USPTO. The task is: Predict which catalyst facilitates the given reaction. (1) Reactant: [OH:1][C:2]1[C:7]([OH:8])=[C:6]([OH:9])[CH:5]=[CH:4][C:3]=1[C:10](=[O:12])[CH3:11].Br[CH2:14]Cl.C(=O)([O-])[O-].[K+].[K+].CC(=O)OCC. Product: [OH:1][C:2]1[C:7]2[O:8][CH2:14][O:9][C:6]=2[CH:5]=[CH:4][C:3]=1[C:10](=[O:12])[CH3:11]. The catalyst class is: 3. (2) Reactant: [C:1]([O:4][CH2:5][C@H:6]1[CH2:9][C@@H:8]([NH:10]C(OC(C)(C)C)=O)[CH2:7]1)(=[O:3])[CH3:2].Cl. Product: [C:1]([O:4][CH2:5][C@H:6]1[CH2:9][C@@H:8]([NH2:10])[CH2:7]1)(=[O:3])[CH3:2]. The catalyst class is: 12. (3) Reactant: [CH3:1][C:2]1[CH:11]=[CH:10][C:9]2[C:4](=[C:5](C(OC)=O)[CH:6]=[CH:7][CH:8]=2)[N:3]=1.[CH3:16][Mg+].[Br-].CC[O:21][CH2:22][CH3:23]. Product: [CH3:1][C:2]1[CH:11]=[CH:10][C:9]2[C:4](=[C:5]([C:22]([OH:21])([CH3:23])[CH3:16])[CH:6]=[CH:7][CH:8]=2)[N:3]=1. The catalyst class is: 1. (4) Reactant: [H-].[Al+3].[Li+].[H-].[H-].[H-].[Br:7][C:8]1[CH:17]=[CH:16][C:11]([C:12](OC)=[O:13])=[CH:10][C:9]=1[F:18].S([O-])([O-])(=O)=S.[Na+].[Na+]. Product: [Br:7][C:8]1[CH:17]=[CH:16][C:11]([CH2:12][OH:13])=[CH:10][C:9]=1[F:18]. The catalyst class is: 116.